This data is from Reaction yield outcomes from USPTO patents with 853,638 reactions. The task is: Predict the reaction yield, written as a fraction of the theoretical maximum amount of product (1.0 means a 100% yield; for example, 0.34 means a 34% yield). (1) The reactants are [CH2:1]([N:3]([CH2:23][CH3:24])[C:4]([CH:6]1[C:18]2[C:17]3[C:12](=[CH:13][CH:14]=[CH:15][C:16]=3[F:19])[N:11]([CH2:20][CH2:21][OH:22])[C:10]=2[CH2:9][CH2:8][CH2:7]1)=[O:5])[CH3:2].C(N(CC)C(C1C2C3C(=CC(F)=CC=3)N(CCO)C=2CCC1)=O)C.N1C=CC=CC=1.[CH3:55][S:56](Cl)(=[O:58])=[O:57]. The catalyst is ClCCl. The product is [CH2:1]([N:3]([CH2:23][CH3:24])[C:4]([CH:6]1[C:18]2[C:13]3[C:12](=[CH:17][C:16]([F:19])=[CH:15][CH:14]=3)[N:11]([CH2:20][CH2:21][O:22][S:56]([CH3:55])(=[O:58])=[O:57])[C:10]=2[CH2:9][CH2:8][CH2:7]1)=[O:5])[CH3:2]. The yield is 0.0100. (2) The reactants are [OH:1][C:2]1[C:7]([CH3:8])=[CH:6][C:5]([C:9](=[O:11])[CH3:10])=[C:4]([O:12][CH3:13])[CH:3]=1.[CH2:14]([O:16][C:17](=[O:22])[C:18](Br)([CH3:20])[CH3:19])[CH3:15].C(=O)([O-])[O-].[Cs+].[Cs+].[I-].[K+].Cl.[Cl-].[Na+].O.O. The catalyst is C(#N)C. The product is [CH2:14]([O:16][C:17](=[O:22])[C:18]([O:1][C:2]1[CH:3]=[C:4]([O:12][CH3:13])[C:5]([C:9](=[O:11])[CH3:10])=[CH:6][C:7]=1[CH3:8])([CH3:20])[CH3:19])[CH3:15]. The yield is 0.660. (3) The catalyst is C1(C)C=CC=CC=1.C1COCC1.O.C1C=CC(P(C2C=CC=CC=2)[C-]2C=CC=C2)=CC=1.C1C=CC(P(C2C=CC=CC=2)[C-]2C=CC=C2)=CC=1.Cl[Pd]Cl.[Fe+2]. The yield is 0.890. The reactants are Br[C:2]1[C:7]([N:8]([CH3:10])[CH3:9])=[CH:6][C:5]([CH2:11][C:12]([O:14][CH3:15])=[O:13])=[C:4]([Cl:16])[CH:3]=1.[N:17]1[CH:22]=[CH:21][CH:20]=[C:19](B(O)O)[CH:18]=1.C([O-])([O-])=O.[K+].[K+].O. The product is [Cl:16][C:4]1[CH:3]=[C:2]([C:19]2[CH:18]=[N:17][CH:22]=[CH:21][CH:20]=2)[C:7]([N:8]([CH3:10])[CH3:9])=[CH:6][C:5]=1[CH2:11][C:12]([O:14][CH3:15])=[O:13]. (4) The reactants are [NH2:1][C:2]1[N:7]=[C:6]([C:8]2[S:12][C:11]3[CH:13]=[CH:14][C:15]([CH2:17][C:18]4[CH:19]=[C:20]([OH:24])[CH:21]=[CH:22][CH:23]=4)=[CH:16][C:10]=3[C:9]=2[CH3:25])[CH:5]=[CH:4][N:3]=1.C([O-])([O-])=O.[K+].[K+].[C:32](OC(=O)C)(=[O:34])[CH3:33]. The catalyst is CN(C=O)C. The product is [C:32]([O:24][C:20]1[CH:21]=[CH:22][CH:23]=[C:18]([CH2:17][C:15]2[CH:14]=[CH:13][C:11]3[S:12][C:8]([C:6]4[CH:5]=[CH:4][N:3]=[C:2]([NH2:1])[N:7]=4)=[C:9]([CH3:25])[C:10]=3[CH:16]=2)[CH:19]=1)(=[O:34])[CH3:33]. The yield is 0.980. (5) The reactants are [C:1]([C:3]1[CH:8]=[CH:7][C:6]([C:9]2[CH:14]=[CH:13][N:12]=[C:11]([C:15]([O:17][CH3:18])=[O:16])[CH:10]=2)=[CH:5][CH:4]=1)#[CH:2].CCN([CH:25]([CH3:27])[CH3:26])C(C)C. The catalyst is C1COCC1.Cl[Pd](Cl)([P](C1C=CC=CC=1)(C1C=CC=CC=1)C1C=CC=CC=1)[P](C1C=CC=CC=1)(C1C=CC=CC=1)C1C=CC=CC=1.[Cu]I. The product is [OH:16][CH2:15][C@@H:11]1[CH2:10][C@H:27]1[C:25]#[C:26][C:2]#[C:1][C:3]1[CH:4]=[CH:5][C:6]([C:9]2[CH:14]=[CH:13][N:12]=[C:11]([C:15]([O:17][CH3:18])=[O:16])[CH:10]=2)=[CH:7][CH:8]=1. The yield is 0.230. (6) The product is [C:25]([O:24][C:23]1[C:18]([CH2:17][N:14]2[CH2:15][CH2:16][CH:11]([C:9](=[O:10])[CH2:8][C:3]3[CH:4]=[CH:5][CH:6]=[CH:7][C:2]=3[C:37]#[N:38])[CH2:12][CH2:13]2)=[N:19][CH:20]=[CH:21][N:22]=1)([CH3:28])([CH3:27])[CH3:26]. The yield is 0.340. The catalyst is [C-]#N.[Zn+2].[C-]#N.[Pd].C1(P(C2C=CC=CC=2)C2C=CC=CC=2)C=CC=CC=1.C1(P(C2C=CC=CC=2)C2C=CC=CC=2)C=CC=CC=1.C1(P(C2C=CC=CC=2)C2C=CC=CC=2)C=CC=CC=1.C1(P(C2C=CC=CC=2)C2C=CC=CC=2)C=CC=CC=1. The reactants are Br[C:2]1[CH:7]=[CH:6][CH:5]=[CH:4][C:3]=1[CH2:8][C:9]([CH:11]1[CH2:16][CH2:15][N:14]([CH2:17][C:18]2[C:23]([O:24][C:25]([CH3:28])([CH3:27])[CH3:26])=[N:22][CH:21]=[CH:20][N:19]=2)[CH2:13][CH2:12]1)=[O:10].[OH-].[Na+].C(OCC)(=O)C.[CH3:37][N:38](C)C=O.